From a dataset of Reaction yield outcomes from USPTO patents with 853,638 reactions. Predict the reaction yield, written as a fraction of the theoretical maximum amount of product (1.0 means a 100% yield; for example, 0.34 means a 34% yield). (1) The reactants are [C:1]([O:5][C:6]([N:8]1[CH2:13][CH2:12][CH:11]([C:14]([OH:16])=[O:15])[CH2:10][CH2:9]1)=[O:7])([CH3:4])([CH3:3])[CH3:2].C(=O)([O-])[O-].[K+].[K+].[CH2:23](Br)[CH:24]=[CH2:25].O. The catalyst is CN(C)C=O. The product is [C:1]([O:5][C:6]([N:8]1[CH2:13][CH2:12][CH:11]([C:14]([O:16][CH2:25][CH:24]=[CH2:23])=[O:15])[CH2:10][CH2:9]1)=[O:7])([CH3:4])([CH3:2])[CH3:3]. The yield is 0.850. (2) The reactants are [CH3:1][N:2]1[C:8](=[O:9])[C:7]2[CH:10]=[N:11][C:12](S(C)(=O)=O)=[N:13][C:6]=2[O:5][CH:4]([C:18]2[CH:23]=[CH:22][CH:21]=[CH:20][CH:19]=2)[CH2:3]1.[N:24]1([C:29]2[CH:34]=[CH:33][C:32]([OH:35])=[CH:31][CH:30]=2)[CH:28]=[CH:27][N:26]=[CH:25]1.C([O-])([O-])=O.[K+].[K+]. The catalyst is CN(C=O)C. The product is [N:24]1([C:29]2[CH:34]=[CH:33][C:32]([O:35][C:12]3[N:11]=[CH:10][C:7]4[C:8](=[O:9])[N:2]([CH3:1])[CH2:3][CH:4]([C:18]5[CH:23]=[CH:22][CH:21]=[CH:20][CH:19]=5)[O:5][C:6]=4[N:13]=3)=[CH:31][CH:30]=2)[CH:28]=[CH:27][N:26]=[CH:25]1. The yield is 0.760.